This data is from Catalyst prediction with 721,799 reactions and 888 catalyst types from USPTO. The task is: Predict which catalyst facilitates the given reaction. (1) Reactant: [CH3:1][O:2][C:3](=[O:14])[CH2:4][C:5]1[CH:10]=[C:9](Br)[CH:8]=[C:7]([CH3:12])[C:6]=1[Cl:13].[CH3:15][N:16]1[CH2:21][CH2:20][NH:19][CH2:18][CH2:17]1.C([O-])([O-])=O.[Cs+].[Cs+].C1C=CC(P(C2C(C3C(P(C4C=CC=CC=4)C4C=CC=CC=4)=CC=C4C=3C=CC=C4)=C3C(C=CC=C3)=CC=2)C2C=CC=CC=2)=CC=1. Product: [CH3:1][O:2][C:3](=[O:14])[CH2:4][C:5]1[CH:10]=[C:9]([N:19]2[CH2:20][CH2:21][N:16]([CH3:15])[CH2:17][CH2:18]2)[CH:8]=[C:7]([CH3:12])[C:6]=1[Cl:13]. The catalyst class is: 222. (2) Reactant: C([O:3][C:4]([C:6]1[CH:11]=[CH:10][CH:9]=[C:8]([S:12][CH:13]([CH2:15][CH3:16])[CH3:14])[N:7]=1)=O)C.[Li+].[BH4-].O. Product: [CH:13]([S:12][C:8]1[N:7]=[C:6]([CH2:4][OH:3])[CH:11]=[CH:10][CH:9]=1)([CH2:15][CH3:16])[CH3:14]. The catalyst class is: 1. (3) Reactant: [C:1]([O:5][C:6]([N:8]1[CH2:13][CH2:12][N:11]([CH:14]2[CH2:19][CH2:18][NH:17][CH2:16][CH2:15]2)[CH2:10][CH2:9]1)=[O:7])([CH3:4])([CH3:3])[CH3:2].[CH:20]([N:23]=[C:24]=[O:25])([CH3:22])[CH3:21]. Product: [C:1]([O:5][C:6]([N:8]1[CH2:9][CH2:10][N:11]([CH:14]2[CH2:19][CH2:18][N:17]([C:24](=[O:25])[NH:23][CH:20]([CH3:22])[CH3:21])[CH2:16][CH2:15]2)[CH2:12][CH2:13]1)=[O:7])([CH3:4])([CH3:2])[CH3:3]. The catalyst class is: 4. (4) Reactant: [F:1][C:2]1[N:10]=[C:9]2[C:5]([N:6]=[CH:7][NH:8]2)=[C:4]([NH:11][CH2:12][C:13]2[CH:18]=[CH:17][CH:16]=[C:15]([CH3:19])[N:14]=2)[N:3]=1.C([O-])([O-])=O.[K+].[K+].Br[CH:27]([CH3:29])[CH3:28].C(Cl)Cl.CCOCC.CO. Product: [F:1][C:2]1[N:10]=[C:9]2[C:5]([N:6]=[CH:7][N:8]2[CH:27]([CH3:29])[CH3:28])=[C:4]([NH:11][CH2:12][C:13]2[CH:18]=[CH:17][CH:16]=[C:15]([CH3:19])[N:14]=2)[N:3]=1. The catalyst class is: 9. (5) Reactant: [NH:1]1[CH2:7][C:5](=[O:6])[NH:4][C:2]1=[O:3].[OH-].[K+].[Br:10][C:11]1[CH:12]=[C:13]([CH:16]=[CH:17][CH:18]=1)[CH2:14]Br. Product: [Br:10][C:11]1[CH:12]=[C:13]([CH:16]=[CH:17][CH:18]=1)[CH2:14][N:4]1[C:5](=[O:6])[CH2:7][NH:1][C:2]1=[O:3]. The catalyst class is: 351. (6) Reactant: [N:1]([CH2:4][CH2:5][O:6][CH2:7][CH2:8][O:9][CH2:10][CH2:11][O:12][CH2:13][CH2:14][O:15][CH2:16][C:17]#[CH:18])=[N+]=[N-].C1(P(C2C=CC=CC=2)C2C=CC=CC=2)C=CC=CC=1.O.C(Cl)Cl.CO. Product: [CH2:4]([NH2:1])[CH2:5][O:6][CH2:7][CH2:8][O:9][CH2:10][CH2:11][O:12][CH2:13][CH2:14][O:15][CH2:16][C:17]#[CH:18]. The catalyst class is: 1. (7) Reactant: [CH2:1]([O:8][C:9](=[O:24])/[CH:10]=[C:11](/[NH:13][C:14]1[CH:19]=[CH:18][C:17]([CH2:20][CH2:21][OH:22])=[CH:16][C:15]=1I)\[CH3:12])[C:2]1[CH:7]=[CH:6][CH:5]=[CH:4][CH:3]=1.C(N(CCC)CCC)CC. Product: [CH2:1]([O:8][C:9]([C:10]1[C:19]2[C:14](=[CH:15][CH:16]=[C:17]([CH2:20][CH2:21][OH:22])[CH:18]=2)[NH:13][C:11]=1[CH3:12])=[O:24])[C:2]1[CH:7]=[CH:6][CH:5]=[CH:4][CH:3]=1. The catalyst class is: 274.